From a dataset of Reaction yield outcomes from USPTO patents with 853,638 reactions. Predict the reaction yield, written as a fraction of the theoretical maximum amount of product (1.0 means a 100% yield; for example, 0.34 means a 34% yield). (1) The reactants are [OH:1][CH2:2][C:3]1[CH:8]=[CH:7][C:6]([CH2:9][CH2:10][C:11]2[N:16]=[CH:15][C:14]([N:17]3[CH2:22][CH2:21][N:20]([C:23](OC(C)(C)C)=[O:24])[CH2:19][CH2:18]3)=[CH:13][CH:12]=2)=[CH:5][CH:4]=1.F[C:31](F)(F)C(O)=O.C(OC(=O)C)(=O)C.C(N(CC)CC)C. The catalyst is ClCCl.O1CCCC1. The product is [C:23]([N:20]1[CH2:21][CH2:22][N:17]([C:14]2[CH:13]=[CH:12][C:11]([CH2:10][CH2:9][C:6]3[CH:7]=[CH:8][C:3]([CH2:2][OH:1])=[CH:4][CH:5]=3)=[N:16][CH:15]=2)[CH2:18][CH2:19]1)(=[O:24])[CH3:31]. The yield is 0.668. (2) The reactants are [H-].[Na+].[CH3:3][CH:4]([CH3:7])[CH2:5][OH:6].[C:8]([O:12][C:13]([N:15]1[CH2:20][CH2:19][N:18]([C:21]2[CH:22]=[N:23][C:24]([NH:27][C:28]3[N:29]=[CH:30][C:31]4[CH:37]=[C:36](F)[C:35](=[O:39])[N:34]([CH:40]5[CH2:44][CH2:43][CH2:42][CH2:41]5)[C:32]=4[N:33]=3)=[CH:25][CH:26]=2)[CH2:17][CH2:16]1)=[O:14])([CH3:11])([CH3:10])[CH3:9]. The catalyst is CCCCCC. The product is [C:8]([O:12][C:13]([N:15]1[CH2:16][CH2:17][N:18]([C:21]2[CH:22]=[N:23][C:24]([NH:27][C:28]3[N:29]=[CH:30][C:31]4[CH:37]=[C:36]([O:6][CH2:5][CH:4]([CH3:7])[CH3:3])[C:35](=[O:39])[N:34]([CH:40]5[CH2:41][CH2:42][CH2:43][CH2:44]5)[C:32]=4[N:33]=3)=[CH:25][CH:26]=2)[CH2:19][CH2:20]1)=[O:14])([CH3:11])([CH3:9])[CH3:10]. The yield is 0.370. (3) The product is [F:16][C:17]1[CH:44]=[C:43]([F:45])[CH:42]=[CH:41][C:18]=1[O:19][C:20]1[CH:25]=[CH:24][C:23]([CH2:26][S:27]([CH2:30][CH3:31])(=[O:29])=[O:28])=[CH:22][C:21]=1[C:2]1[CH:3]=[C:4]([O:10][CH2:11][C:12]([F:15])([F:14])[F:13])[C:5](=[O:9])[N:6]([CH3:8])[CH:7]=1. The catalyst is O1CCOCC1.O.C1C=CC(P(C2C=CC=CC=2)[C-]2C=CC=C2)=CC=1.C1C=CC(P(C2C=CC=CC=2)[C-]2C=CC=C2)=CC=1.Cl[Pd]Cl.[Fe+2]. The yield is 0.220. The reactants are Br[C:2]1[CH:3]=[C:4]([O:10][CH2:11][C:12]([F:15])([F:14])[F:13])[C:5](=[O:9])[N:6]([CH3:8])[CH:7]=1.[F:16][C:17]1[CH:44]=[C:43]([F:45])[CH:42]=[CH:41][C:18]=1[O:19][C:20]1[CH:25]=[CH:24][C:23]([CH2:26][S:27]([CH2:30][CH3:31])(=[O:29])=[O:28])=[CH:22][C:21]=1B1OC(C)(C)C(C)(C)O1.[O-]P([O-])([O-])=O.[K+].[K+].[K+]. (4) The reactants are [Cl:1][C:2]1[N:3]=[CH:4][C:5]([C:8]([O:10]C)=[O:9])=[N:6][CH:7]=1.C(=O)([O-])[O-].[K+].[K+].Cl. The catalyst is O1CCCC1. The product is [Cl:1][C:2]1[N:3]=[CH:4][C:5]([C:8]([OH:10])=[O:9])=[N:6][CH:7]=1. The yield is 0.910. (5) The reactants are [NH2:1][C:2]1[N:9]=[CH:8][CH:7]=[C:6]([O:10]C)[C:3]=1[C:4]#[N:5].Br[CH:13]([C:16]1[CH:21]=[CH:20][CH:19]=[CH:18][CH:17]=1)[CH:14]=O. The catalyst is CCO.C(Cl)Cl. The product is [OH:10][C:6]1[CH:7]=[CH:8][N:9]2[C:13]([C:16]3[CH:21]=[CH:20][CH:19]=[CH:18][CH:17]=3)=[CH:14][N:1]=[C:2]2[C:3]=1[C:4]#[N:5]. The yield is 0.840. (6) The reactants are Cl[C:2]1[C:7]2[C:8](=[O:22])[N:9](CC3C=CC(OC)=CC=3OC)[CH2:10][C:6]=2[C:5]([F:23])=[C:4]([NH:24][C@@H:25]2[CH2:30][CH2:29][CH2:28][CH2:27][C@@H:26]2[NH:31]C(=O)OC(C)(C)C)[N:3]=1.[BrH:39]. The catalyst is CC(O)=O. The product is [NH2:31][C@H:26]1[CH2:27][CH2:28][CH2:29][CH2:30][C@H:25]1[NH:24][C:4]1[N:3]=[C:2]([Br:39])[C:7]2[C:8](=[O:22])[NH:9][CH2:10][C:6]=2[C:5]=1[F:23]. The yield is 0.300. (7) The reactants are [F:1][C:2]1[CH:3]=[CH:4][C:5]([CH3:25])=[C:6]([C:8]2[N+:9]([O-])=[CH:10][C:11]3[C:16]([CH:17]=2)=[CH:15][N:14]=[C:13]([NH:18][C:19]([CH:21]2[CH2:23][CH2:22]2)=[O:20])[CH:12]=3)[CH:7]=1.[CH:26]([N:29](CC)C(C)C)(C)C.C[Si](C#N)(C)C. The catalyst is C(#N)C.C(OCC)(=O)C. The product is [C:26]([C:10]1[N:9]=[C:8]([C:6]2[CH:7]=[C:2]([F:1])[CH:3]=[CH:4][C:5]=2[CH3:25])[CH:17]=[C:16]2[C:11]=1[CH:12]=[C:13]([NH:18][C:19]([CH:21]1[CH2:23][CH2:22]1)=[O:20])[N:14]=[CH:15]2)#[N:29]. The yield is 0.200.